Dataset: Catalyst prediction with 721,799 reactions and 888 catalyst types from USPTO. Task: Predict which catalyst facilitates the given reaction. (1) Reactant: [F:1][C:2]1[CH:3]=[C:4]([C:12]2[C:13]([CH:18]3[CH2:23][CH2:22][N:21](C(OC(C)(C)C)=O)[CH2:20][CH2:19]3)=[N:14][CH:15]=[CH:16][N:17]=2)[CH:5]=[CH:6][C:7]=1[C:8](=[O:11])[NH:9][CH3:10].[ClH:31].O1CCOCC1. Product: [ClH:31].[ClH:31].[ClH:31].[F:1][C:2]1[CH:3]=[C:4]([C:12]2[C:13]([CH:18]3[CH2:23][CH2:22][NH:21][CH2:20][CH2:19]3)=[N:14][CH:15]=[CH:16][N:17]=2)[CH:5]=[CH:6][C:7]=1[C:8]([NH:9][CH3:10])=[O:11]. The catalyst class is: 5. (2) Reactant: [Cl:1][C:2]1[CH:7]=[CH:6][CH:5]=[CH:4][C:3]=1[CH:8]=[CH:9][CH2:10][C:11]1([CH2:19][C:20]#[C:21][C:22](=[O:27])[C:23]([CH3:26])([CH3:25])[CH3:24])[CH2:16][O:15][C:14]([CH3:18])([CH3:17])[O:13][CH2:12]1.CCOC(C)=O.CCCCCC. Product: [Cl:1][C:2]1[CH:7]=[CH:6][CH:5]=[C:4]2[C:3]=1[CH:8]=[C:9]1[CH2:10][C:11]3([CH2:12][O:13][C:14]([CH3:18])([CH3:17])[O:15][CH2:16]3)[CH2:19][C:20]1=[C:21]2[C:22](=[O:27])[C:23]([CH3:26])([CH3:25])[CH3:24]. The catalyst class is: 262. (3) Reactant: [Cl:1][C:2]1[C:6]([N:7]([CH2:15][CH3:16])C(=O)OC(C)(C)C)=[CH:5][N:4]([C:17]2[CH:18]=[N:19][CH:20]=[CH:21][CH:22]=2)[N:3]=1.Cl.O1CCOCC1. Product: [ClH:1].[Cl:1][C:2]1[C:6]([NH:7][CH2:15][CH3:16])=[CH:5][N:4]([C:17]2[CH:18]=[N:19][CH:20]=[CH:21][CH:22]=2)[N:3]=1. The catalyst class is: 12. (4) Reactant: [BH4-].[Li+].[C:3]([C:5]1[CH:13]=[C:12]([F:14])[C:8]([C:9]([OH:11])=[O:10])=[C:7]([F:15])[CH:6]=1)#[N:4].[C:16](O[C:16]([O:18][C:19]([CH3:22])([CH3:21])[CH3:20])=[O:17])([O:18][C:19]([CH3:22])([CH3:21])[CH3:20])=[O:17].OS([O-])(=O)=O.[K+]. Product: [C:19]([O:18][C:16]([CH:3]([NH2:4])[C:5]1[CH:6]=[C:7]([F:15])[C:8]([C:9]([OH:11])=[O:10])=[C:12]([F:14])[CH:13]=1)=[O:17])([CH3:22])([CH3:21])[CH3:20]. The catalyst class is: 12. (5) Reactant: [Br:1][C:2]1[CH:3]=[C:4]([CH:7]=[C:8]([O:11]C)[C:9]=1[OH:10])[CH:5]=[O:6].B(Br)(Br)Br. Product: [Br:1][C:2]1[CH:3]=[C:4]([CH:7]=[C:8]([OH:11])[C:9]=1[OH:10])[CH:5]=[O:6]. The catalyst class is: 2.